Dataset: HIV replication inhibition screening data with 41,000+ compounds from the AIDS Antiviral Screen. Task: Binary Classification. Given a drug SMILES string, predict its activity (active/inactive) in a high-throughput screening assay against a specified biological target. (1) The compound is O=c1c(O)c(-c2ccc(-c3oc4ccccc4c(=O)c3O)cc2)oc2ccccc12. The result is 0 (inactive). (2) The drug is COc1ccc(N2C(=O)c3c(c4[nH]c5ccccc5c4c4ccc(C(C)(C)C)cc34)C2=O)cc1. The result is 0 (inactive). (3) The molecule is CC(=O)O.Cc1cc(NCCCCCCCCNc2cc(C)nc3cc(N)ccc23)c2ccc(N)cc2n1. The result is 0 (inactive). (4) The compound is CC1=CCC2(C#N)CCC1C2O. The result is 0 (inactive). (5) The compound is COc1cccc2cc(C)c(C(=O)c3ccccc3)nc12. The result is 0 (inactive). (6) The compound is O=C1OC(=O)C2=C1C(c1cccs1)C=C(c1cccnc1)N2c1ccncc1. The result is 0 (inactive). (7) The drug is CN(N=Cc1cccc2cccnc12)c1ccc(Cl)cc1[N+](=O)[O-]. The result is 0 (inactive). (8) The molecule is COC(=O)C(=O)C(C(=O)C(=O)Nc1ccc([N+](=O)[O-])cc1[N+](=O)[O-])c1nc2ccc([N+](=O)[O-])cc2nc1O. The result is 0 (inactive).